Dataset: NCI-60 drug combinations with 297,098 pairs across 59 cell lines. Task: Regression. Given two drug SMILES strings and cell line genomic features, predict the synergy score measuring deviation from expected non-interaction effect. Drug 1: CN1CCC(CC1)COC2=C(C=C3C(=C2)N=CN=C3NC4=C(C=C(C=C4)Br)F)OC. Drug 2: CCC1(CC2CC(C3=C(CCN(C2)C1)C4=CC=CC=C4N3)(C5=C(C=C6C(=C5)C78CCN9C7C(C=CC9)(C(C(C8N6C)(C(=O)OC)O)OC(=O)C)CC)OC)C(=O)OC)O.OS(=O)(=O)O. Cell line: HCT-15. Synergy scores: CSS=20.6, Synergy_ZIP=-4.46, Synergy_Bliss=2.00, Synergy_Loewe=0.838, Synergy_HSA=1.81.